This data is from Reaction yield outcomes from USPTO patents with 853,638 reactions. The task is: Predict the reaction yield, written as a fraction of the theoretical maximum amount of product (1.0 means a 100% yield; for example, 0.34 means a 34% yield). (1) The catalyst is C([SiH](CC)CC)C. The yield is 0.740. The reactants are C1(C(C2C=CC=CC=2)[N:8]2[C:16]3[C:11](=[CH:12][CH:13]=[CH:14][CH:15]=3)[C:10]3([C:20]4[CH:21]=[CH:22][C:23]([C:25]#[N:26])=[CH:24][C:19]=4[O:18][CH2:17]3)[C:9]2=[O:27])C=CC=CC=1.FC(F)(F)C(O)=O. The product is [O:27]=[C:9]1[C:10]2([C:20]3[CH:21]=[CH:22][C:23]([C:25]#[N:26])=[CH:24][C:19]=3[O:18][CH2:17]2)[C:11]2[C:16](=[CH:15][CH:14]=[CH:13][CH:12]=2)[NH:8]1. (2) The reactants are Br[C:2]1[CH:7]=[CH:6][C:5]([S:8]([NH2:11])(=[O:10])=[O:9])=[CH:4][CH:3]=1.C([O-])(=O)C.[K+].[Cl:17][C:18]1[CH:23]=[CH:22][C:21]([C:24]2[N:25]=[C:26]([C:29]([NH:31][CH:32]3[CH2:37][CH2:36][CH2:35][CH2:34][CH2:33]3)=[O:30])[S:27][CH:28]=2)=[CH:20][CH:19]=1. The catalyst is C([O-])(=O)C.[Pd+2].C([O-])(=O)C.CC(N(C)C)=O. The product is [Cl:17][C:18]1[CH:19]=[CH:20][C:21]([C:24]2[N:25]=[C:26]([C:29]([NH:31][CH:32]3[CH2:33][CH2:34][CH2:35][CH2:36][CH2:37]3)=[O:30])[S:27][C:28]=2[C:2]2[CH:7]=[CH:6][C:5]([S:8](=[O:10])(=[O:9])[NH2:11])=[CH:4][CH:3]=2)=[CH:22][CH:23]=1. The yield is 0.242. (3) The reactants are Br[C:2]1[C:3]([NH2:18])=[N:4][C:5]([N:13]2[CH:17]=[CH:16][CH:15]=[N:14]2)=[N:6][C:7]=1[N:8]1[CH:12]=[CH:11][CH:10]=[N:9]1.[CH3:19][N:20]1[CH:24]=[C:23](B2OC(C)(C)C(C)(C)O2)[CH:22]=[N:21]1.C(=O)([O-])[O-].[Cs+].[Cs+].C(OCC)(=O)C. The catalyst is O1CCOCC1.O. The product is [CH3:19][N:20]1[CH:24]=[C:23]([C:2]2[C:3]([NH2:18])=[N:4][C:5]([N:13]3[CH:17]=[CH:16][CH:15]=[N:14]3)=[N:6][C:7]=2[N:8]2[CH:12]=[CH:11][CH:10]=[N:9]2)[CH:22]=[N:21]1. The yield is 0.453. (4) The reactants are [CH3:1][O:2][C:3]1[CH:20]=[CH:19][C:6]([CH2:7][NH:8][S:9]([NH:12][CH2:13][C:14](OCC)=[O:15])(=[O:11])=[O:10])=[CH:5][CH:4]=1.O(C(C)(C)C)[K]. The catalyst is CN(C=O)C. The product is [CH3:1][O:2][C:3]1[CH:20]=[CH:19][C:6]([CH2:7][N:8]2[C:14](=[O:15])[CH2:13][NH:12][S:9]2(=[O:11])=[O:10])=[CH:5][CH:4]=1. The yield is 0.540. (5) The reactants are [Cl:1][C:2]1[C:12]([C:13]#[N:14])=[C:6]2[CH2:7][NH:8][CH2:9][CH2:10][O:11][C:5]2=[C:4]([CH:15]([OH:17])[CH3:16])[CH:3]=1.C(Cl)Cl.C(N(CC)C(C)C)(C)C.[C:30]([O:34][C:35](O[C:35]([O:34][C:30]([CH3:33])([CH3:32])[CH3:31])=[O:36])=[O:36])([CH3:33])([CH3:32])[CH3:31]. The yield is 0.610. The catalyst is C(OCC)(=O)C. The product is [Cl:1][C:2]1[CH:3]=[C:4]([CH:15]([OH:17])[CH3:16])[C:5]2[O:11][CH2:10][CH2:9][N:8]([C:35]([O:34][C:30]([CH3:33])([CH3:32])[CH3:31])=[O:36])[CH2:7][C:6]=2[C:12]=1[C:13]#[N:14]. (6) The reactants are [Cl:1][C:2]1[CH:18]=[CH:17][C:5]2[CH2:6][CH2:7][N:8]([C:11](=[O:16])[C:12]([F:15])([F:14])[F:13])[CH2:9][CH2:10][C:4]=2[C:3]=1OS(C(F)(F)F)(=O)=O.[CH3:27][C:28]([CH3:42])([CH3:41])[CH2:29][C:30]([C:32]1[CH:39]=[CH:38][C:35]([CH2:36][NH2:37])=[CH:34][C:33]=1[F:40])=[O:31].C1C=CC(P(C2C(C3C(P(C4C=CC=CC=4)C4C=CC=CC=4)=CC=C4C=3C=CC=C4)=C3C(C=CC=C3)=CC=2)C2C=CC=CC=2)=CC=1.C(=O)([O-])[O-].[Cs+].[Cs+]. The catalyst is C1(C)C=CC=CC=1.C1C=CC(/C=C/C(/C=C/C2C=CC=CC=2)=O)=CC=1.C1C=CC(/C=C/C(/C=C/C2C=CC=CC=2)=O)=CC=1.C1C=CC(/C=C/C(/C=C/C2C=CC=CC=2)=O)=CC=1.[Pd].[Pd]. The product is [Cl:1][C:2]1[CH:18]=[CH:17][C:5]2[CH2:6][CH2:7][N:8]([C:11](=[O:16])[C:12]([F:15])([F:13])[F:14])[CH2:9][CH2:10][C:4]=2[C:3]=1[NH:37][CH2:36][C:35]1[CH:38]=[CH:39][C:32]([C:30](=[O:31])[CH2:29][C:28]([CH3:27])([CH3:41])[CH3:42])=[C:33]([F:40])[CH:34]=1. The yield is 0.490.